This data is from Full USPTO retrosynthesis dataset with 1.9M reactions from patents (1976-2016). The task is: Predict the reactants needed to synthesize the given product. (1) The reactants are: [C:1]1([NH:7][NH2:8])[CH:6]=[CH:5][CH:4]=[CH:3][CH:2]=1.NN. Given the product [CH3:4][C:3]1[CH:2]=[C:1]([NH2:7])[N:7]([C:1]2[CH:6]=[CH:5][CH:4]=[CH:3][CH:2]=2)[N:8]=1, predict the reactants needed to synthesize it. (2) Given the product [OH:8][C:5]1[CH:6]=[CH:7][C:2]([B:21]([OH:26])[OH:22])=[C:3]([CH2:9][N:10]2[CH2:15][CH2:14][O:13][CH2:12][CH2:11]2)[CH:4]=1, predict the reactants needed to synthesize it. The reactants are: Br[C:2]1[CH:7]=[CH:6][C:5]([OH:8])=[CH:4][C:3]=1[CH2:9][N:10]1[CH2:15][CH2:14][O:13][CH2:12][CH2:11]1.C([Li])(C)(C)C.[B:21](OC(C)C)([O:26]C(C)C)[O:22]C(C)C.[NH4+].[Cl-]. (3) Given the product [CH3:18][O:17][C:13]1[CH:14]=[C:15]2[C:10](=[CH:11][C:12]=1[O:19][CH3:20])[C:9]([CH3:21])=[N:8][C:7]([C:29]1[CH:30]=[CH:31][C:26]([O:25][CH3:24])=[CH:27][CH:28]=1)=[CH:16]2, predict the reactants needed to synthesize it. The reactants are: FC(F)(F)S(O[C:7]1[N:8]=[C:9]([CH3:21])[C:10]2[C:15]([CH:16]=1)=[CH:14][C:13]([O:17][CH3:18])=[C:12]([O:19][CH3:20])[CH:11]=2)(=O)=O.[CH3:24][O:25][C:26]1[CH:31]=[CH:30][C:29](B(O)O)=[CH:28][CH:27]=1.C([O-])([O-])=O.[Na+].[Na+].CCOC(C)=O. (4) Given the product [Cl:1][C:2]1[CH:7]=[C:6]([C:8]([F:11])([F:10])[F:9])[CH:5]=[C:4]([Cl:12])[C:3]=1[S:13]([NH:17][C:18]1[CH:23]=[CH:22][CH:21]=[C:20]([C:24]2[NH:28][N:27]=[N:26][N:25]=2)[CH:19]=1)(=[O:15])=[O:14], predict the reactants needed to synthesize it. The reactants are: [Cl:1][C:2]1[CH:7]=[C:6]([C:8]([F:11])([F:10])[F:9])[CH:5]=[C:4]([Cl:12])[C:3]=1[S:13](Cl)(=[O:15])=[O:14].[NH2:17][C:18]1[CH:19]=[C:20]([C:24]2[NH:28][N:27]=[N:26][N:25]=2)[CH:21]=[CH:22][CH:23]=1.